This data is from Forward reaction prediction with 1.9M reactions from USPTO patents (1976-2016). The task is: Predict the product of the given reaction. (1) Given the reactants [CH2:1]([N:3]1[CH2:8][CH2:7][N:6]2[N:9]=[C:10]([NH:12][C:13]3[C:14](=[O:29])[N:15]([CH3:28])[CH:16]=[C:17](B4OC(C)(C)C(C)(C)O4)[CH:18]=3)[CH:11]=[C:5]2[CH2:4]1)[CH3:2].Cl[C:31]1[C:36]([CH:37]=[O:38])=[C:35]([N:39]2[CH2:51][CH2:50][C:49]3[N:48]4[C:43]([CH2:44][CH2:45][CH2:46][CH2:47]4)=[CH:42][C:41]=3[C:40]2=[O:52])[N:34]=[CH:33][CH:32]=1.[O-]P([O-])([O-])=O.[K+].[K+].[K+].C([O-])(=O)C.[Na+], predict the reaction product. The product is: [CH2:1]([N:3]1[CH2:8][CH2:7][N:6]2[N:9]=[C:10]([NH:12][C:13]3[C:14](=[O:29])[N:15]([CH3:28])[CH:16]=[C:17]([C:31]4[C:36]([CH:37]=[O:38])=[C:35]([N:39]5[CH2:51][CH2:50][C:49]6[N:48]7[C:43]([CH2:44][CH2:45][CH2:46][CH2:47]7)=[CH:42][C:41]=6[C:40]5=[O:52])[N:34]=[CH:33][CH:32]=4)[CH:18]=3)[CH:11]=[C:5]2[CH2:4]1)[CH3:2]. (2) The product is: [ClH:1].[Cl:1][C:2]1[CH:3]=[CH:4][C:5]2[O:9][C:8](=[O:10])[N:7]([CH2:11][C:12]([N:19]([CH3:18])[CH2:20][C:21]3[NH:25][C:24]4[CH:26]=[CH:27][C:28]([C:30]([F:33])([F:32])[F:31])=[CH:29][C:23]=4[N:22]=3)=[O:14])[C:6]=2[CH:15]=1. Given the reactants [Cl:1][C:2]1[CH:3]=[CH:4][C:5]2[O:9][C:8](=[O:10])[N:7]([CH2:11][C:12]([OH:14])=O)[C:6]=2[CH:15]=1.Cl.Cl.[CH3:18][NH:19][CH2:20][C:21]1[NH:25][C:24]2[CH:26]=[CH:27][C:28]([C:30]([F:33])([F:32])[F:31])=[CH:29][C:23]=2[N:22]=1.C1C=CC2N(O)N=NC=2C=1.CCN=C=NCCCN(C)C.Cl, predict the reaction product.